Dataset: Forward reaction prediction with 1.9M reactions from USPTO patents (1976-2016). Task: Predict the product of the given reaction. (1) The product is: [F:1][C:2]1[C:11]([F:12])=[C:10]2[C:5]([CH:6]=[N:7][C:8]([CH3:13])=[N:9]2)=[C:4]([NH:14][CH:15]2[C:16]([C:33]([F:35])([F:36])[F:34])([OH:32])[CH2:17][C:18]([CH3:31])([CH3:30])[C:19]3[C:20]([OH:28])=[C:21]([CH:25]([CH3:27])[CH3:26])[CH:22]=[CH:23][C:24]2=3)[CH:3]=1. Given the reactants [F:1][C:2]1[C:11]([F:12])=[C:10]2[C:5]([CH:6]=[N:7][C:8]([CH3:13])=[N:9]2)=[C:4]([NH:14][CH:15]2[C:24]3[C:19](=[C:20]([O:28]C)[C:21]([CH:25]([CH3:27])[CH3:26])=[CH:22][CH:23]=3)[C:18]([CH3:31])([CH3:30])[CH2:17][C:16]2([C:33]([F:36])([F:35])[F:34])[OH:32])[CH:3]=1.B(Br)(Br)Br, predict the reaction product. (2) Given the reactants [OH:1][NH:2][C:3]([C:5]1[N:6]=[CH:7][N:8]2[C:13]([C:14]([F:17])([F:16])[F:15])=[CH:12][C:11]([C:18]3[CH:23]=[CH:22][C:21]([C:24]([F:27])([F:26])[F:25])=[CH:20][CH:19]=3)=[N:10][C:9]=12)=[NH:4].[S:28]([C:32]1[CH:40]=[CH:39][C:35]([C:36](O)=O)=[CH:34][CH:33]=1)(=[O:31])(=[O:30])[NH2:29], predict the reaction product. The product is: [F:17][C:14]([F:15])([F:16])[C:13]1[N:8]2[CH:7]=[N:6][C:5]([C:3]3[N:4]=[C:36]([C:35]4[CH:34]=[CH:33][C:32]([S:28]([NH2:29])(=[O:31])=[O:30])=[CH:40][CH:39]=4)[O:1][N:2]=3)=[C:9]2[N:10]=[C:11]([C:18]2[CH:19]=[CH:20][C:21]([C:24]([F:27])([F:26])[F:25])=[CH:22][CH:23]=2)[CH:12]=1.